This data is from Full USPTO retrosynthesis dataset with 1.9M reactions from patents (1976-2016). The task is: Predict the reactants needed to synthesize the given product. (1) The reactants are: [NH:1]([C:3](=[S:24])[C:4]([NH:6][C:7]1[CH:8]=[C:9]2[C:14](=[CH:15][CH:16]=1)[CH2:13][N:12]([C:17]([O:19][C:20]([CH3:23])([CH3:22])[CH3:21])=[O:18])[CH2:11][CH2:10]2)=[O:5])[NH2:2].[Cl:25][CH2:26][C:27](Cl)=O.O. Given the product [Cl:25][CH2:26][C:27]1[S:24][C:3]([C:4]([NH:6][C:7]2[CH:8]=[C:9]3[C:14](=[CH:15][CH:16]=2)[CH2:13][N:12]([C:17]([O:19][C:20]([CH3:21])([CH3:23])[CH3:22])=[O:18])[CH2:11][CH2:10]3)=[O:5])=[N:1][N:2]=1, predict the reactants needed to synthesize it. (2) Given the product [Br:18][CH:3]1[C:4]2[C:9](=[CH:8][CH:7]=[CH:6][CH:5]=2)[C:1](=[O:10])[CH2:2]1, predict the reactants needed to synthesize it. The reactants are: [C:1]1(=[O:10])[C:9]2[C:4](=[CH:5][CH:6]=[CH:7][CH:8]=2)[CH2:3][CH2:2]1.C1C(=O)N([Br:18])C(=O)C1.CC(N=NC(C#N)(C)C)(C#N)C. (3) Given the product [CH3:28][Si:27]([C:25]#[C:26][C:2]1[CH:7]=[CH:6][C:5]([N:8]2[C:16]3[C:11](=[CH:12][C:13]([O:17][S:18]([C:21]([F:23])([F:22])[F:24])(=[O:20])=[O:19])=[CH:14][CH:15]=3)[CH:10]=[CH:9]2)=[CH:4][CH:3]=1)([CH3:30])[CH3:29], predict the reactants needed to synthesize it. The reactants are: Br[C:2]1[CH:7]=[CH:6][C:5]([N:8]2[C:16]3[C:11](=[CH:12][C:13]([O:17][S:18]([C:21]([F:24])([F:23])[F:22])(=[O:20])=[O:19])=[CH:14][CH:15]=3)[CH:10]=[CH:9]2)=[CH:4][CH:3]=1.[C:25]([Si:27]([CH3:30])([CH3:29])[CH3:28])#[CH:26]. (4) Given the product [Cl:23][C:8]1[CH:7]=[C:6]([CH:4]([NH2:1])[CH3:5])[C:15]([C:16]2[CH:21]=[CH:20][CH:19]=[CH:18][C:17]=2[F:22])=[C:14]2[C:9]=1[CH:10]=[CH:11][CH:12]=[N:13]2, predict the reactants needed to synthesize it. The reactants are: [N:1]([CH:4]([C:6]1[C:15]([C:16]2[CH:21]=[CH:20][CH:19]=[CH:18][C:17]=2[F:22])=[C:14]2[C:9]([CH:10]=[CH:11][CH:12]=[N:13]2)=[C:8]([Cl:23])[CH:7]=1)[CH3:5])=[N+]=[N-].CP(C)C.C(OCC)(=O)C. (5) The reactants are: [CH:1]1([CH:7]([C:9]2[CH:13]=[C:12]([C:14]3[CH:19]=[CH:18][C:17]([F:20])=[CH:16][N:15]=3)[O:11][C:10]=2[CH3:21])O)[CH2:6][CH2:5][CH2:4][CH2:3][CH2:2]1.S(Cl)([Cl:24])=O. Given the product [Cl:24][CH:7]([CH:1]1[CH2:6][CH2:5][CH2:4][CH2:3][CH2:2]1)[C:9]1[CH:13]=[C:12]([C:14]2[CH:19]=[CH:18][C:17]([F:20])=[CH:16][N:15]=2)[O:11][C:10]=1[CH3:21], predict the reactants needed to synthesize it. (6) The reactants are: [CH:1]1[C:2]([C:23]([F:26])([F:25])[F:24])=[CH:3][C:4]([Cl:22])=[C:5]([N:8]2[N:12]=[C:11]([C:13]#[N:14])[C:10]([S+:15]([O-:20])[C:16]([F:19])([F:18])[F:17])=[C:9]2[NH2:21])[C:6]=1[Cl:7].[CH:27]1[C:32]([CH2:33][N:34]2[CH2:35][CH2:36][NH:37]/[C:38]/2=[N:39]\[N+:40]([O-:42])=[O:41])=[CH:31][N:30]=[C:29]([Cl:43])[CH:28]=1. Given the product [CH:27]1[C:32]([CH2:33][N:34]2[CH2:35][CH2:36][NH:37]/[C:38]/2=[N:39]\[N+:40]([O-:42])=[O:41])=[CH:31][N:30]=[C:29]([Cl:43])[CH:28]=1.[CH:3]1[C:2]([C:23]([F:25])([F:24])[F:26])=[CH:1][C:6]([Cl:7])=[C:5]([N:8]2[N:12]=[C:11]([C:13]#[N:14])[C:10]([S+:15]([O-:20])[C:16]([F:19])([F:17])[F:18])=[C:9]2[NH2:21])[C:4]=1[Cl:22], predict the reactants needed to synthesize it. (7) The reactants are: [F:1][C:2]([F:11])([F:10])[C:3]1[CH:4]=[N:5][CH:6]=[C:7](Br)[CH:8]=1.[CH3:12][C:13]1[N:14]=[C:15]([NH:18][C:19]([C:21]2[CH:26]=[C:25](B3OC(C)(C)C(C)(C)O3)[CH:24]=[C:23]([CH3:36])[N:22]=2)=[O:20])[S:16][CH:17]=1. Given the product [CH3:12][C:13]1[N:14]=[C:15]([NH:18][C:19]([C:21]2[CH:26]=[C:25]([C:7]3[CH:6]=[N:5][CH:4]=[C:3]([C:2]([F:11])([F:10])[F:1])[CH:8]=3)[CH:24]=[C:23]([CH3:36])[N:22]=2)=[O:20])[S:16][CH:17]=1, predict the reactants needed to synthesize it. (8) Given the product [Cl:24][C:21]1[CH:22]=[CH:23][C:18]([O:17][C@H:15]([CH3:16])[CH2:14][CH2:13][O:12][C:9]2[CH:10]=[CH:11][C:6]([CH2:5][CH2:4][C:3]([OH:2])=[O:33])=[CH:7][C:8]=2[CH3:34])=[C:19]([O:25][C:26]2[CH:31]=[CH:30][CH:29]=[CH:28][CH:27]=2)[CH:20]=1, predict the reactants needed to synthesize it. The reactants are: C[O:2][C:3](=[O:33])[CH2:4][CH2:5][C:6]1[CH:11]=[CH:10][C:9]([O:12][CH2:13][CH2:14][C@H:15]([O:17][C:18]2[CH:23]=[CH:22][C:21]([Cl:24])=[CH:20][C:19]=2[O:25][C:26]2[CH:31]=[CH:30][CH:29]=[CH:28][CH:27]=2)[CH3:16])=[C:8](Br)[CH:7]=1.[CH3:34]B(O)O. (9) Given the product [Cl:18][C:15]1[CH:14]=[CH:13][C:12]([C:9]2[N:10]=[CH:11][C:6]([O:5][CH:3]3[CH2:2][N:1]([C:26](=[O:30])[CH:27]([CH3:29])[CH3:28])[CH2:4]3)=[N:7][C:8]=2[C:19]2[CH:24]=[CH:23][C:22]([Cl:25])=[CH:21][CH:20]=2)=[CH:17][CH:16]=1, predict the reactants needed to synthesize it. The reactants are: [NH:1]1[CH2:4][CH:3]([O:5][C:6]2[N:7]=[C:8]([C:19]3[CH:24]=[CH:23][C:22]([Cl:25])=[CH:21][CH:20]=3)[C:9]([C:12]3[CH:17]=[CH:16][C:15]([Cl:18])=[CH:14][CH:13]=3)=[N:10][CH:11]=2)[CH2:2]1.[C:26](Cl)(=[O:30])[CH:27]([CH3:29])[CH3:28].